This data is from Reaction yield outcomes from USPTO patents with 853,638 reactions. The task is: Predict the reaction yield, written as a fraction of the theoretical maximum amount of product (1.0 means a 100% yield; for example, 0.34 means a 34% yield). (1) The product is [CH2:17]([O:24][C:11]1[CH:12]=[CH:7][C:8]([N+:14]([O-:16])=[O:15])=[C:9]([CH:10]=1)[NH:5][CH2:1][CH:2]([CH3:4])[CH3:3])[C:18]1[CH:23]=[CH:22][CH:21]=[CH:20][CH:19]=1. The reactants are [CH2:1]([NH2:5])[CH:2]([CH3:4])[CH3:3].F[C:7]1[CH:12]=[C:11](F)[CH:10]=[CH:9][C:8]=1[N+:14]([O-:16])=[O:15].[CH2:17]([OH:24])[C:18]1[CH:23]=[CH:22][CH:21]=[CH:20][CH:19]=1.C(=O)([O-])[O-].[K+].[K+]. The catalyst is S([O-])(O)(=O)=O.C([N+](CCCC)(CCCC)CCCC)CCC.O.C1(C)C=CC=CC=1. The yield is 0.810. (2) The reactants are [NH:1]1[C:9]2[C:4](=[CH:5][CH:6]=[CH:7][CH:8]=2)[CH2:3][C:2]1=[O:10].[C:11]1([C:17]([C:19]2[CH:24]=[CH:23][C:22]([CH3:25])=[CH:21][CH:20]=2)=O)[CH:16]=[CH:15][CH:14]=[CH:13][CH:12]=1.[Li+].[Cl-].CN(C)CCN. The catalyst is C(O)C. The product is [C:11]1([C:17]([C:19]2[CH:20]=[CH:21][C:22]([CH3:25])=[CH:23][CH:24]=2)=[C:3]2[C:4]3[C:9](=[CH:8][CH:7]=[CH:6][CH:5]=3)[NH:1][C:2]2=[O:10])[CH:12]=[CH:13][CH:14]=[CH:15][CH:16]=1. The yield is 0.180. (3) The reactants are [Cl:1][C:2]1[C:7]([CH3:8])=[CH:6][N:5]=[C:4]([C:9]([OH:11])=O)[CH:3]=1.[CH:12]1([N:15]2[CH:19]=[N:18][N:17]=[C:16]2[C:20]2[N:25]=[C:24]([NH2:26])[CH:23]=[CH:22][CH:21]=2)[CH2:14][CH2:13]1.F[P-](F)(F)(F)(F)F.N1(OC(N(C)C)=[N+](C)C)C2N=CC=CC=2N=N1.CN1CCOCC1. The catalyst is CN(C)C=O. The product is [Cl:1][C:2]1[C:7]([CH3:8])=[CH:6][N:5]=[C:4]([C:9]([NH:26][C:24]2[CH:23]=[CH:22][CH:21]=[C:20]([C:16]3[N:15]([CH:12]4[CH2:14][CH2:13]4)[CH:19]=[N:18][N:17]=3)[N:25]=2)=[O:11])[CH:3]=1. The yield is 0.470. (4) The reactants are [N:1]1[C:10]2[C:5](=[CH:6][CH:7]=[CH:8][CH:9]=2)[CH:4]=[C:3]([CH2:11]O)[CH:2]=1.O=S(Cl)[Cl:15]. The product is [ClH:15].[Cl:15][CH2:11][C:3]1[CH:2]=[N:1][C:10]2[C:5]([CH:4]=1)=[CH:6][CH:7]=[CH:8][CH:9]=2. The catalyst is C(Cl)Cl. The yield is 0.850.